From a dataset of Full USPTO retrosynthesis dataset with 1.9M reactions from patents (1976-2016). Predict the reactants needed to synthesize the given product. (1) Given the product [CH3:10][Sn:11]([CH3:17])([CH3:16])[C:2]1[CH:3]=[N:4][CH:5]=[C:6]([CH:9]=1)[C:7]#[N:8], predict the reactants needed to synthesize it. The reactants are: Br[C:2]1[CH:3]=[N:4][CH:5]=[C:6]([CH:9]=1)[C:7]#[N:8].[CH3:10][Sn:11]([CH3:17])([CH3:16])[Sn:11]([CH3:17])([CH3:16])[CH3:10]. (2) Given the product [O:1]1[CH:5]=[N:4][N:3]=[C:2]1[C:6]1[CH:11]=[CH:10][C:9]([N:21]2[C:22]([C:24]([O:26][CH2:27][CH3:28])=[O:25])=[CH:23][C:19]([C:15]([CH3:16])([CH3:18])[CH3:17])=[N:20]2)=[CH:8][CH:7]=1, predict the reactants needed to synthesize it. The reactants are: [O:1]1[CH:5]=[N:4][N:3]=[C:2]1[C:6]1[CH:11]=[CH:10][C:9](B(O)O)=[CH:8][CH:7]=1.[C:15]([C:19]1[CH:23]=[C:22]([C:24]([O:26][CH2:27][CH3:28])=[O:25])[NH:21][N:20]=1)([CH3:18])([CH3:17])[CH3:16].N1C=CC=CC=1. (3) Given the product [OH:28][CH:2]([CH3:3])[CH2:1][O:4][N:11]1[C:9](=[O:10])[C:8]2[C:7](=[CH:6][CH:16]=[CH:15][CH:14]=2)[C:12]1=[O:13], predict the reactants needed to synthesize it. The reactants are: [CH2:1]1[O:4][CH:2]1[CH3:3].O[C:6]1[CH:16]=[CH:15][CH:14]=[C:8]2[C:9]([NH:11][C:12](=[O:13])[C:7]=12)=[O:10].C(N(CC)CC)C.CN(C=[O:28])C. (4) Given the product [C:1]([N:5]([C:18]([C:19]1[CH:24]=[CH:23][C:22]2[CH:25]=[N:38][O:28][B:27]([OH:31])[C:21]=2[CH:20]=1)=[O:36])[NH:6][C:7](=[O:17])[C:8]1[CH:13]=[CH:12][CH:11]=[C:10]([O:14][CH3:15])[C:9]=1[CH3:16])([CH3:4])([CH3:3])[CH3:2], predict the reactants needed to synthesize it. The reactants are: [C:1]([N:5]([C:18](=[O:36])[C:19]1[CH:24]=[CH:23][C:22]([CH:25]=O)=[C:21]([B:27]2[O:31]C(C)(C)C(C)(C)[O:28]2)[CH:20]=1)[NH:6][C:7](=[O:17])[C:8]1[CH:13]=[CH:12][CH:11]=[C:10]([O:14][CH3:15])[C:9]=1[CH3:16])([CH3:4])([CH3:3])[CH3:2].Cl.[NH2:38]O.[OH-].[Na+].